Dataset: Merck oncology drug combination screen with 23,052 pairs across 39 cell lines. Task: Regression. Given two drug SMILES strings and cell line genomic features, predict the synergy score measuring deviation from expected non-interaction effect. (1) Drug 1: CN(C)C(=N)N=C(N)N. Drug 2: N#Cc1ccc(Cn2cncc2CN2CCN(c3cccc(Cl)c3)C(=O)C2)cc1. Cell line: NCIH460. Synergy scores: synergy=3.19. (2) Drug 1: NC(=O)c1cccc2cn(-c3ccc(C4CCCNC4)cc3)nc12. Drug 2: O=C(NOCC(O)CO)c1ccc(F)c(F)c1Nc1ccc(I)cc1F. Cell line: ES2. Synergy scores: synergy=-2.11. (3) Drug 1: CN(Cc1cnc2nc(N)nc(N)c2n1)c1ccc(C(=O)NC(CCC(=O)O)C(=O)O)cc1. Drug 2: C=CCn1c(=O)c2cnc(Nc3ccc(N4CCN(C)CC4)cc3)nc2n1-c1cccc(C(C)(C)O)n1. Cell line: HCT116. Synergy scores: synergy=-20.0. (4) Drug 1: O=C(CCCCCCC(=O)Nc1ccccc1)NO. Drug 2: COC1CC2CCC(C)C(O)(O2)C(=O)C(=O)N2CCCCC2C(=O)OC(C(C)CC2CCC(OP(C)(C)=O)C(OC)C2)CC(=O)C(C)C=C(C)C(O)C(OC)C(=O)C(C)CC(C)C=CC=CC=C1C. Cell line: T47D. Synergy scores: synergy=24.1.